From a dataset of Forward reaction prediction with 1.9M reactions from USPTO patents (1976-2016). Predict the product of the given reaction. (1) Given the reactants [CH3:1][O:2][C:3]([C:5]1[C:6](=[O:24])[S:7][C:8]2[C:13]([C:14]=1[OH:15])=[CH:12][C:11]([O:16][CH2:17][C:18]1[CH:23]=[CH:22][CH:21]=[CH:20][CH:19]=1)=[CH:10][CH:9]=2)=[O:4].[C:25]([Si:29]([C:39]1[CH:44]=[CH:43][CH:42]=[CH:41][CH:40]=1)([C:33]1[CH:38]=[CH:37][CH:36]=[CH:35][CH:34]=1)[CH2:30][CH2:31]O)([CH3:28])([CH3:27])[CH3:26].C1(P(C2C=CC=CC=2)C2C=CC=CC=2)C=CC=CC=1.CC(OC(/N=N/C(OC(C)C)=O)=O)C, predict the reaction product. The product is: [CH3:1][O:2][C:3]([C:5]1[C:6](=[O:24])[S:7][C:8]2[C:13]([C:14]=1[O:15][CH2:31][CH2:30][Si:29]([C:25]([CH3:26])([CH3:28])[CH3:27])([C:39]1[CH:44]=[CH:43][CH:42]=[CH:41][CH:40]=1)[C:33]1[CH:38]=[CH:37][CH:36]=[CH:35][CH:34]=1)=[CH:12][C:11]([O:16][CH2:17][C:18]1[CH:23]=[CH:22][CH:21]=[CH:20][CH:19]=1)=[CH:10][CH:9]=2)=[O:4]. (2) Given the reactants Br[C:2]1[S:6][C:5]2[CH:7]=[CH:8][CH:9]=[CH:10][C:4]=2[CH:3]=1.[N:11]1[CH:16]=[CH:15][CH:14]=[CH:13][CH:12]=1.[Cu]C#N.C(N)CN, predict the reaction product. The product is: [C:12]([C:10]1[C:4]2[CH:3]=[CH:2][S:6][C:5]=2[CH:7]=[CH:8][CH:9]=1)#[N:11].[C:16]([C:15]1[CH:14]=[CH:13][C:12]2[CH:3]=[CH:2][S:6][C:5]=2[CH:4]=1)#[N:11]. (3) Given the reactants [Li+].[OH-:2].[O:3]=[C:4]1[N:10]([CH:11]2[CH2:16][CH2:15][N:14]([C:17]([O:19][CH2:20][CH:21](C(OC)=O)[C:22]3[CH:31]=[C:30]([CH3:32])[C:25]4[O:26][CH2:27][CH2:28][O:29][C:24]=4[CH:23]=3)=[O:18])[CH2:13][CH2:12]2)[CH2:9][CH2:8][C:7]2[CH:37]=[CH:38][CH:39]=[CH:40][C:6]=2[NH:5]1.C1[CH2:45][O:44]CC1, predict the reaction product. The product is: [O:3]=[C:4]1[N:10]([CH:11]2[CH2:16][CH2:15][N:14]([C:17]([O:19][C@@H:20]([C:45]([OH:44])=[O:2])[CH2:21][C:22]3[CH:31]=[C:30]([CH3:32])[C:25]4[O:26][CH2:27][CH2:28][O:29][C:24]=4[CH:23]=3)=[O:18])[CH2:13][CH2:12]2)[CH2:9][CH2:8][C:7]2[CH:37]=[CH:38][CH:39]=[CH:40][C:6]=2[NH:5]1. (4) The product is: [CH2:17]([O:19][C:20]1[CH:21]=[C:22]([CH:23]2[C:8]([C:9]3[CH:14]=[CH:13][CH:12]=[CH:11][C:10]=3[CH3:15])=[C:7]([C:1]3[CH:6]=[CH:5][CH:4]=[CH:3][CH:2]=3)[NH:35][C:33](=[O:34])[NH:32]2)[CH:25]=[C:26]([N+:29]([O-:31])=[O:30])[C:27]=1[OH:28])[CH3:18]. Given the reactants [C:1]1([C:7](=O)[CH2:8][C:9]2[CH:14]=[CH:13][CH:12]=[CH:11][C:10]=2[CH3:15])[CH:6]=[CH:5][CH:4]=[CH:3][CH:2]=1.[CH2:17]([O:19][C:20]1[CH:21]=[C:22]([CH:25]=[C:26]([N+:29]([O-:31])=[O:30])[C:27]=1[OH:28])[CH:23]=O)[CH3:18].[NH2:32][C:33]([NH2:35])=[O:34].Cl, predict the reaction product.